From a dataset of Forward reaction prediction with 1.9M reactions from USPTO patents (1976-2016). Predict the product of the given reaction. Given the reactants [OH:1][C:2]1[CH:7]=[CH:6][C:5]([N+:8]([O-:10])=[O:9])=[CH:4][C:3]=1[NH:11][CH:12]=[O:13].C(=O)([O-])[O-].[K+].[K+].[CH2:20](Br)[C:21]1[CH:26]=[CH:25][CH:24]=[CH:23][CH:22]=1, predict the reaction product. The product is: [CH2:20]([O:1][C:2]1[CH:7]=[CH:6][C:5]([N+:8]([O-:10])=[O:9])=[CH:4][C:3]=1[NH:11][CH:12]=[O:13])[C:21]1[CH:26]=[CH:25][CH:24]=[CH:23][CH:22]=1.